This data is from Experimentally validated miRNA-target interactions with 360,000+ pairs, plus equal number of negative samples. The task is: Binary Classification. Given a miRNA mature sequence and a target amino acid sequence, predict their likelihood of interaction. (1) The miRNA is mmu-miR-3088-3p with sequence UUCAUGAGCAGCUGCAAAGGUGU. The protein sequence of the target gene is MLWPLPLFLLCAGSLAQDLEFQLVAPESVTVEEGLCVHVPCSVFYPSIKLTLGPVTGSWLRKGVSLHEDSPVATSDPRQLVQKATQGRFQLLGDPQKHDCSLFIRDAQKNDTGMYFFRVVREPFVRYSYKKSQLSLHVTSLSRTPDIIIPGTLEAGYPSNLTCSVPWACEQGTPPTFSWMSTALTSLSSRTTDSSVLTFTPQPQDHGTKLTCLVTFSGAGVTVERTIQLNVTRKSGQMRELVLVAVGEATVKLLILGLCLVFLIVMFCRRKTTKLSVHMGCENPIKRQEAITSYNHCLSP.... Result: 0 (no interaction). (2) The miRNA is hsa-miR-3927-3p with sequence CAGGUAGAUAUUUGAUAGGCAU. The protein sequence of the target gene is MSAFDMSHGFFPREPICPFEEKTKIGTMVEDHRSNSYQDSVTFDDVAVEFTPEEWALLDTTQKYLYRDVMLENYMNLASVDFFFCLTSEWEIQPRTKRSSLQQGFLKNQIFTGIQMQTRSYSGWKLCENCGEVFSEQFCLKTHMRAQNGGNTFEGNCYGKDSISVHKEASIGQELSKFNPCGKVFTLTPGLAVHLEILNGRQPYKCKECGKGFKYFASLDNHMGIHIGEKLCEFQECERAITTSSHLKQCVAVHTGKKSEKTKNCGKSFTNFSQLSAHAKTHKGEKSFECKECGRSFRNS.... Result: 1 (interaction). (3) The miRNA is hsa-miR-548ag with sequence AAAGGUAAUUGUGGUUUCUGC. The protein sequence of the target gene is MEPGPDGPAAPGPAAIREGWFRETCSLWPGQALSLQVEQLLHHRRSRYQDILVFRSKTYGNVLVLDGVIQCTERDEFSYQEMIANLPLCSHPNPRKVLIIGGGDGGVLREVVKHPSVESVVQCEIDEDVIEVSKKFLPGMAVGFSSSKLTLHVGDGFEFMKQNQDAFDVIITDSSDPMGPAESLFKESYYQLMKTALKEDGILCCQGECQWLHLDLIKEMRHFCKSLFPVVDYAYCSIPTYPSGQIGFMLCSKNPSTNFREPVQQLTQAQVEQMQLKYYNSDMHRAAFVLPEFTRKALND.... Result: 0 (no interaction). (4) The miRNA is hsa-miR-593-5p with sequence AGGCACCAGCCAGGCAUUGCUCAGC. The protein sequence of the target gene is MENWSKDITHSYLEQETTGINKSTQPDEQLTMNSEKSMHRKSTELVNEITCENTEWPGQRSTNFQIISSYPDDESVYCTTEKYNVMEHRHNDMHYECMTPCQVTSDSDKEKTIAFLLKELDILRTSNKKLQQKLAKEDKEQRKLKFKLELQEKETEAKIAEKTAALVEEVYFAQKERDEAVMSRLQLAIEERDEAIARAKHMEMSLKVLENINPEENDMTLQELLNRINNADTGIAIQKNGAIIVDRIYKTKECKMRITAEEMSALIEERDAALSKCKRLEQELHHVKEQNQTSANNMRH.... Result: 1 (interaction). (5) The miRNA is hsa-miR-34a-5p with sequence UGGCAGUGUCUUAGCUGGUUGU. The protein sequence of the target gene is MMCSSLEQALAVLVTTFHKYSCQEGDKFKLSKGEMKELLHKELPSFVGEKVDEEGLKKLMGSLDENSDQQVDFQEYAVFLALITVMCNDFFQGCPDRP. Result: 1 (interaction). (6) The miRNA is hsa-miR-5008-3p with sequence CCUGUGCUCCCAGGGCCUCGC. The protein sequence of the target gene is MHRDSCPLDCKVYVGNLGNNGNKTELERAFGYYGPLRSVWVARNPPGFAFVEFEDPRDAADAVRELDGRTLCGCRVRVELSNGEKRSRNRGPPPSWGRRPRDDYRRRSPPPRRRSPRRRSFSRSRSRSLSRDRRRERSLSRERNHKPSRSFSRSRSRSRSNERK. Result: 1 (interaction). (7) The miRNA is hsa-miR-548f-3p with sequence AAAAACUGUAAUUACUUUU. The protein sequence of the target gene is MRENYETLVSVGTSELLPLSAFLSPAEAGGATSGESHQDKGQKPHLEHSSQGEQPQQSLHLTALVQLVKEIPEFLFGEVKGTEDYSESGSTSLDGEQTSPEVAVVVEACPPRGLLNSLPESPASHPSLATTPTGSSTSGGPPGDWAHGSPLPAIGTDDKPLSIEKEGVGASRETSIHSTQSLGQSKSYLRQERGSMGTGTLPENSPLQGLINCLKEILVPRPQHRGTAPDLPPSLPGLSVLKQTRAEVEAGSLPCPVKTEAASGDCPLQGLLNCLKEIPKAPDRRPSPSGASDLQLQEDP.... Result: 0 (no interaction). (8) Result: 1 (interaction). The miRNA is hsa-miR-6811-3p with sequence AGCCUGUGCUUGUCCCUGCAG. The protein sequence of the target gene is MFFGGEGSLTYTLVIICFLTLRLSASQNCLKKSLEDVVIDIQSSLSKGIRGNEPVYTSTQEDCINSCCSTKNISGDKACNLMIFDTRKTARQPNCYLFFCPNEEACPLKPAKGLMSYRIITDFPSLTRNLPSQELPQEDSLLHGQFSQAVTPLAHHHTDYSKPTDISWRDTLSQKFGSSDHLEKLFKMDEASAQLLAYKEKGHSQSSQFSSDQEIAHLLPENVSALPATVAVASPHTTSATPKPATLLPTNASVTPSGTSQPQLATTAPPVTTVTSQPPTTLISTVFTRAAATLQAMATT.... (9) The miRNA is hsa-miR-4265 with sequence CUGUGGGCUCAGCUCUGGG. Result: 0 (no interaction). The protein sequence of the target gene is MSLTSAYQHKLAEKLTILNDRGQGVLIRMYNIKKTCSDPKSKPPFLLEKSMEPSLKYINKKFPNIDVRNSTQHLGPVHREKAEIIRFLTNYYQSFVDVMEFRDHVYELLNTIDACQCHFDINLNFDFTRSYLDLIVTYTSVILLLSRIEDRRILIGMYNCAHEMLHGHGDPSFARLGQMVLEYDHPLKKLTEEFGPHTKAVSGALLSLHFLFVRRNQGAEQWRSAQLLSLISNPPAMINPANSDTMACEYLSVEVMERWIIIGFLLCHGCLNSNSQCQKLWKLCLQGSLYITLIREDVLQ.... (10) The miRNA is hsa-miR-106a-5p with sequence AAAAGUGCUUACAGUGCAGGUAG. The protein sequence of the target gene is MESRKLISATDIQYSGSLLNSLNEQRGHGLFCDVTVIVEDRKFRAHKNILSASSTYFHQLFSVAGQVVELSFIRAEIFAEILNYIYSSKIVRVRSDLLDELIKSGQLLGVKFIAELGVPLSQVKSISGTAQDGNTEPLPPDSGDKNLVIQKSKDEAQDNGATIMPIITESFSLSAEDYEMKKIIVTDSDDDDDDVIFCSEILPTKETLPSNNTVAQVQSNPGPVAISDVAPSASNNSPPLTNITPTQKLPTPVNQATLSQTQGSEKLLVSSAPTHLTPNIILLNQTPLSTPPNVSSSLPN.... Result: 1 (interaction).